Dataset: Catalyst prediction with 721,799 reactions and 888 catalyst types from USPTO. Task: Predict which catalyst facilitates the given reaction. (1) Reactant: [NH2:1][C:2]1[CH:7]=[CH:6][N:5]=[CH:4][CH:3]=1.P(=O)(O)(O)O.[N+]([O-])(O)=O.[N:17]([O-])=O.[Na+].[CH3:21][O:22][CH2:23][C:24](=[O:30])[CH2:25][C:26]([O:28][CH3:29])=[O:27].C([O-])(=O)C.[Na+]. Product: [CH3:21][O:22][CH2:23][C:24](=[O:30])[C:25](=[N:17][NH:1][C:2]1[CH:7]=[CH:6][N:5]=[CH:4][CH:3]=1)[C:26]([O:28][CH3:29])=[O:27]. The catalyst class is: 5. (2) Reactant: C(NC(C)C)(C)C.[Li]CCCC.[Br:13][C:14]1[CH:19]=[C:18]([Cl:20])[CH:17]=[CH:16][N:15]=1.[I:21]I. Product: [Br:13][C:14]1[C:19]([I:21])=[C:18]([Cl:20])[CH:17]=[CH:16][N:15]=1. The catalyst class is: 56. (3) Reactant: [NH2:1][C:2]1[S:3][C@:4]2([C:19]([NH2:21])=O)[C@H:6]([C@:7]([C:10]3[C:11]([O:17][CH3:18])=[N:12][CH:13]=[C:14]([Br:16])[CH:15]=3)([CH3:9])[N:8]=1)[CH2:5]2.C(N(C(C)C)CC)(C)C.FC(F)(F)C(OC(=O)C(F)(F)F)=O.N. Product: [NH2:1][C:2]1[S:3][C@:4]2([C:19]#[N:21])[C@H:6]([C@:7]([C:10]3[C:11]([O:17][CH3:18])=[N:12][CH:13]=[C:14]([Br:16])[CH:15]=3)([CH3:9])[N:8]=1)[CH2:5]2. The catalyst class is: 5. (4) Reactant: [Cl:1][C:2]1[C:7]([Cl:8])=[CH:6][CH:5]=[C:4]([CH3:9])[N:3]=1.C1C(=O)N([Br:17])C(=O)C1. Product: [Br:17][CH2:9][C:4]1[N:3]=[C:2]([Cl:1])[C:7]([Cl:8])=[CH:6][CH:5]=1. The catalyst class is: 855. (5) Reactant: [C:1]1([CH3:11])[CH:6]=[CH:5][C:4]([S:7]([OH:10])(=[O:9])=[O:8])=[CH:3][CH:2]=1.[CH:12]1([NH:15][C:16](=[O:41])[C:17]2[CH:22]=[CH:21][C:20]([CH3:23])=[C:19]([N:24]3[C:33](=[O:34])[C:32]4[C:27](=[CH:28][CH:29]=[C:30]([S:35][CH2:36][CH2:37][N:38]([CH3:40])[CH3:39])[CH:31]=4)[N:26]=[CH:25]3)[CH:18]=2)[CH2:14][CH2:13]1. Product: [C:1]1([CH3:11])[CH:2]=[CH:3][C:4]([S:7]([OH:10])(=[O:8])=[O:9])=[CH:5][CH:6]=1.[CH:12]1([NH:15][C:16](=[O:41])[C:17]2[CH:22]=[CH:21][C:20]([CH3:23])=[C:19]([N:24]3[C:33](=[O:34])[C:32]4[C:27](=[CH:28][CH:29]=[C:30]([S:35][CH2:36][CH2:37][N:38]([CH3:40])[CH3:39])[CH:31]=4)[N:26]=[CH:25]3)[CH:18]=2)[CH2:14][CH2:13]1. The catalyst class is: 13.